Dataset: Forward reaction prediction with 1.9M reactions from USPTO patents (1976-2016). Task: Predict the product of the given reaction. (1) Given the reactants [H-].[Na+].[Br:3][C:4]1[CH:9]=[CH:8][C:7]([CH2:10][CH2:11][NH:12][C:13](=[O:19])[O:14][C:15]([CH3:18])([CH3:17])[CH3:16])=[CH:6][CH:5]=1.[CH3:20]I.CO, predict the reaction product. The product is: [Br:3][C:4]1[CH:5]=[CH:6][C:7]([CH2:10][CH2:11][N:12]([CH3:20])[C:13](=[O:19])[O:14][C:15]([CH3:16])([CH3:18])[CH3:17])=[CH:8][CH:9]=1. (2) Given the reactants [Cl:1][C:2]1[CH:3]=[C:4]([C@@H:12]([CH2:22][CH:23]2[CH2:27][CH2:26][CH2:25][CH2:24]2)[C:13]([NH:15][C:16]2[CH:20]=[CH:19][N:18]([CH3:21])[N:17]=2)=[O:14])[CH:5]=[CH:6][C:7]=1[S:8]([CH3:11])(=[O:10])=[O:9].C(Cl)(=O)C(Cl)=O.N1[C:39](C)=[CH:38][CH:37]=[CH:36][C:35]=1[CH3:41].C(N1C=CC(N)=N1)C1C=CC=CC=1, predict the reaction product. The product is: [CH2:21]([N:18]1[CH:19]=[CH:20][C:16]([NH:15][C:13](=[O:14])[C@@H:12]([C:4]2[CH:5]=[CH:6][C:7]([S:8]([CH3:11])(=[O:10])=[O:9])=[C:2]([Cl:1])[CH:3]=2)[CH2:22][CH:23]2[CH2:24][CH2:25][CH2:26][CH2:27]2)=[N:17]1)[C:35]1[CH:36]=[CH:37][CH:38]=[CH:39][CH:41]=1. (3) Given the reactants O=[C:2]([CH3:20])[CH2:3][NH:4][C:5]([C:7]1[CH:8]=[N:9][C:10]2[C:15]([C:16]=1[O:17][CH3:18])=[CH:14][C:13]([I:19])=[CH:12][CH:11]=2)=[O:6].[OH-].COC(NS([N+](CC)(CC)CC)(=O)=O)=O, predict the reaction product. The product is: [I:19][C:13]1[CH:14]=[C:15]2[C:10](=[CH:11][CH:12]=1)[N:9]=[CH:8][C:7]([C:5]1[O:6][C:2]([CH3:20])=[CH:3][N:4]=1)=[C:16]2[O:17][CH3:18]. (4) Given the reactants [Cl:1][C:2]1[CH:10]=[CH:9][C:5]([C:6]([OH:8])=O)=[C:4]([OH:11])[CH:3]=1.[F:12][C:13]1[CH:14]=[N:15][C:16]([O:28][C:29]2[CH:34]=[CH:33][CH:32]=[C:31]([S:35][CH3:36])[CH:30]=2)=[C:17]([CH:27]=1)[C:18]([NH:20][CH:21]1[CH2:26][CH2:25][NH:24][CH2:23][CH2:22]1)=[O:19].ON1C2C=CC=CC=2N=N1.CN1CCOCC1.Cl.CN(C)CCCN=C=NCC, predict the reaction product. The product is: [Cl:1][C:2]1[CH:10]=[CH:9][C:5]([C:6]([N:24]2[CH2:23][CH2:22][CH:21]([NH:20][C:18](=[O:19])[C:17]3[CH:27]=[C:13]([F:12])[CH:14]=[N:15][C:16]=3[O:28][C:29]3[CH:34]=[CH:33][CH:32]=[C:31]([S:35][CH3:36])[CH:30]=3)[CH2:26][CH2:25]2)=[O:8])=[C:4]([OH:11])[CH:3]=1. (5) Given the reactants [NH2:1][C:2]1[C:3](=[O:18])[NH:4][C:5](=[S:17])[N:6]([C:9]2[CH:10]=[C:11]([CH:14]=[CH:15][CH:16]=2)[C:12]#[N:13])[C:7]=1[NH2:8].[C:19](O)(=O)C.C(N)=N, predict the reaction product. The product is: [O:18]=[C:3]1[NH:4][C:5](=[S:17])[N:6]([C:9]2[CH:10]=[C:11]([CH:14]=[CH:15][CH:16]=2)[C:12]#[N:13])[C:7]2[N:8]=[CH:19][NH:1][C:2]1=2. (6) Given the reactants [Br:1][C:2]1[N:3]([CH3:11])[C:4]([C:7]([O:9]C)=[O:8])=[CH:5][N:6]=1.[OH-].[Li+], predict the reaction product. The product is: [Br:1][C:2]1[N:3]([CH3:11])[C:4]([C:7]([OH:9])=[O:8])=[CH:5][N:6]=1. (7) Given the reactants [NH:1]1[CH2:11][CH2:10][CH2:9][CH:3]([C:4](OCC)=O)[CH2:2]1.[N:12]1[CH:17]=[CH:16][CH:15]=[C:14](C=O)[CH:13]=1.[NH2:20][C:21]1[CH:25]=[CH:24][NH:23][N:22]=1, predict the reaction product. The product is: [C:2]([C:3]1[CH:4]([C:3]2[CH:2]=[N:1][CH:11]=[CH:10][CH:9]=2)[C:25]2[C:21](=[N:22][NH:23][CH:24]=2)[NH:20][C:4]=1[CH:15]1[CH2:14][CH2:13][NH:12][CH2:17][CH2:16]1)#[N:1]. (8) The product is: [Cl:1][C:2]1[CH:7]=[CH:6][C:5]([C:8]2[N:34]=[C:11]([CH:13]3[O:18][CH2:17][CH2:16][N:15]([CH2:19][C:20]4[CH:25]=[CH:24][CH:23]=[CH:22][CH:21]=4)[CH2:14]3)[NH:10][CH:9]=2)=[CH:4][CH:3]=1. Given the reactants [Cl:1][C:2]1[CH:7]=[CH:6][C:5]([C:8](=O)[CH2:9][NH:10][C:11]([CH:13]2[O:18][CH2:17][CH2:16][N:15]([CH2:19][C:20]3[CH:25]=[CH:24][CH:23]=[CH:22][CH:21]=3)[CH2:14]2)=O)=[CH:4][CH:3]=1.FC(F)(F)C([O-])=O.[NH4+:34].O, predict the reaction product. (9) Given the reactants [CH:1]([CH:4]1[NH:9][C:8](=[O:10])[C:7]([CH3:12])([CH3:11])[NH:6][CH2:5]1)([CH3:3])[CH3:2].[CH2:13](Br)[C:14]1[CH:19]=[CH:18][CH:17]=[CH:16][CH:15]=1.CCN(C(C)C)C(C)C, predict the reaction product. The product is: [CH2:13]([N:6]1[CH2:5][CH:4]([CH:1]([CH3:3])[CH3:2])[NH:9][C:8](=[O:10])[C:7]1([CH3:12])[CH3:11])[C:14]1[CH:19]=[CH:18][CH:17]=[CH:16][CH:15]=1.